Predict the reaction yield, written as a fraction of the theoretical maximum amount of product (1.0 means a 100% yield; for example, 0.34 means a 34% yield). From a dataset of Reaction yield outcomes from USPTO patents with 853,638 reactions. (1) The reactants are Cl[C:2]1[N:7]=[C:6]([O:8][CH3:9])[N:5]=[C:4]([NH:10][CH2:11][CH2:12][C:13]2[CH:18]=[CH:17][C:16]([Cl:19])=[CH:15][C:14]=2[Cl:20])[CH:3]=1.[C:21]([C:24]([C:27]1[CH:28]=[C:29](B(O)O)[CH:30]=[CH:31][CH:32]=1)([CH3:26])[CH3:25])([OH:23])=[O:22].O.Cl. The catalyst is C(#N)C.C(=O)([O-])[O-].[Na+].[Na+]. The product is [Cl:20][C:14]1[CH:15]=[C:16]([Cl:19])[CH:17]=[CH:18][C:13]=1[CH2:12][CH2:11][NH:10][C:4]1[N:5]=[C:6]([O:8][CH3:9])[N:7]=[C:2]([C:29]2[CH:28]=[C:27]([C:24]([CH3:26])([CH3:25])[C:21]([OH:23])=[O:22])[CH:32]=[CH:31][CH:30]=2)[CH:3]=1. The yield is 0.750. (2) The yield is 0.476. The product is [Br:38][C:2]1[N:3]([C:13]2[C:22]3[C:17](=[CH:18][CH:19]=[CH:20][CH:21]=3)[C:16]([CH:23]3[CH2:24][CH2:25]3)=[CH:15][CH:14]=2)[C:4]([S:7][CH2:8][CH2:9][C:10]([O:12][CH2:31][CH3:32])=[O:11])=[N:5][N:6]=1. The reactants are N[C:2]1[N:3]([C:13]2[C:22]3[C:17](=[CH:18][CH:19]=[CH:20][CH:21]=3)[C:16]([CH:23]3[CH2:25][CH2:24]3)=[CH:15][CH:14]=2)[C:4]([S:7][CH2:8][CH2:9][C:10]([O-:12])=[O:11])=[N:5][N:6]=1.N([O-])=O.[Na+].Cl[CH:31](Cl)[C:32](O)=O.O.C(Br)(Br)[Br:38]. The catalyst is [Br-].C([N+](CC)(CC)CC)C1C=CC=CC=1.ClCCl. (3) The catalyst is ClCCl. The yield is 1.00. The reactants are [CH3:1][S:2](Cl)(=[O:4])=[O:3].CCN(CC)CC.[CH3:13][O:14][C:15](=[O:53])[C:16]1[CH:21]=[CH:20][C:19]([O:22][CH2:23][CH2:24][C:25]2[C:33]3[C:28](=[CH:29][CH:30]=[C:31]([Cl:34])[CH:32]=3)[N:27]([CH:35]([C:42]3[CH:47]=[CH:46][CH:45]=[CH:44][CH:43]=3)[C:36]3[CH:41]=[CH:40][CH:39]=[CH:38][CH:37]=3)[C:26]=2[CH2:48][CH2:49][OH:50])=[CH:18][C:17]=1[O:51][CH3:52]. The product is [CH3:13][O:14][C:15](=[O:53])[C:16]1[CH:21]=[CH:20][C:19]([O:22][CH2:23][CH2:24][C:25]2[C:33]3[C:28](=[CH:29][CH:30]=[C:31]([Cl:34])[CH:32]=3)[N:27]([CH:35]([C:42]3[CH:43]=[CH:44][CH:45]=[CH:46][CH:47]=3)[C:36]3[CH:41]=[CH:40][CH:39]=[CH:38][CH:37]=3)[C:26]=2[CH2:48][CH2:49][O:50][S:2]([CH3:1])(=[O:4])=[O:3])=[CH:18][C:17]=1[O:51][CH3:52]. (4) The reactants are [C:1]([O:5][C:6]([NH:8][C:9]1[C:10]([CH3:21])=[C:11]([C:17](I)=[CH:18][CH:19]=1)[CH2:12][O:13][C:14](=[O:16])[CH3:15])=[O:7])([CH3:4])([CH3:3])[CH3:2].[CH3:22][O:23][C:24]([C:26]([NH:28][C:29]([O:31][CH2:32][C:33]1[CH:38]=[CH:37][CH:36]=[CH:35][CH:34]=1)=[O:30])=[CH2:27])=[O:25].C(=O)(O)[O-].[Na+]. The catalyst is O.[Cl-].C([N+](CCCC)(CCCC)CCCC)CCC.C1COCC1.C([O-])(=O)C.[Pd+2].C([O-])(=O)C. The product is [CH3:22][O:23][C:24](=[O:25])[C:26]([NH:28][C:29]([O:31][CH2:32][C:33]1[CH:34]=[CH:35][CH:36]=[CH:37][CH:38]=1)=[O:30])=[CH:27][C:17]1[CH:18]=[CH:19][C:9]([NH:8][C:6]([O:5][C:1]([CH3:4])([CH3:3])[CH3:2])=[O:7])=[C:10]([CH3:21])[C:11]=1[CH2:12][O:13][C:14](=[O:16])[CH3:15]. The yield is 0.690. (5) The catalyst is C1COCC1. The reactants are [F:1][C:2]1[CH:7]=[CH:6][C:5]([N:8]2[CH:12]=[C:11]([CH3:13])[N:10]=[N:9]2)=[CH:4][CH:3]=1.[Li]CCCC.CN([CH:22]=[O:23])C.[Cl-].[NH4+]. The yield is 0.910. The product is [F:1][C:2]1[CH:3]=[CH:4][C:5]([N:8]2[C:12]([CH:22]=[O:23])=[C:11]([CH3:13])[N:10]=[N:9]2)=[CH:6][CH:7]=1. (6) The reactants are [Cl:1][C:2]1[CH:3]=[N+:4]([O-:27])[CH:5]=[C:6]([Cl:26])[C:7]=1[CH2:8][C@@H:9]([C:11]1[CH:16]=[CH:15][C:14]([O:17][CH:18]([F:20])[F:19])=[C:13]([O:21][CH2:22][CH:23]2[CH2:25][CH2:24]2)[CH:12]=1)[OH:10].[C:28]([O:32][C:33]([NH:35][C@@H:36]([CH2:40][C:41]1[CH:46]=[CH:45][C:44]([O:47][S:48]([CH3:51])(=[O:50])=[O:49])=[CH:43][CH:42]=1)[C:37](O)=[O:38])=[O:34])([CH3:31])([CH3:30])[CH3:29].C(Cl)CCl. The catalyst is CN(C=O)C.CN(C1C=CN=CC=1)C. The product is [C:28]([O:32][C:33]([NH:35][C@@H:36]([CH2:40][C:41]1[CH:42]=[CH:43][C:44]([O:47][S:48]([CH3:51])(=[O:50])=[O:49])=[CH:45][CH:46]=1)[C:37]([O:10][C@H:9]([C:11]1[CH:16]=[CH:15][C:14]([O:17][CH:18]([F:20])[F:19])=[C:13]([O:21][CH2:22][CH:23]2[CH2:25][CH2:24]2)[CH:12]=1)[CH2:8][C:7]1[C:6]([Cl:26])=[CH:5][N+:4]([O-:27])=[CH:3][C:2]=1[Cl:1])=[O:38])=[O:34])([CH3:30])([CH3:31])[CH3:29]. The yield is 0.850. (7) The reactants are [Br:1]Br.[CH3:3][C:4]1[CH:8]=[CH:7][S:6][C:5]=1[CH:9]=[O:10]. The catalyst is C(Cl)(Cl)Cl.C(Cl)Cl. The product is [Br:1][C:7]1[S:6][C:5]([CH:9]=[O:10])=[C:4]([CH3:3])[CH:8]=1. The yield is 0.720. (8) The reactants are [Br:1][CH2:2][CH2:3][OH:4].[Cl:5][C:6]1[CH:7]=[CH:8][C:9]([CH3:24])=[C:10]([CH:12](O)[C:13]2[CH:14]=[C:15]([CH:20]=[CH:21][CH:22]=2)[C:16]([O:18][CH3:19])=[O:17])[CH:11]=1. The catalyst is S(=O)(=O)(O)O.C(OCC)(=O)C. The product is [Br:1][CH2:2][CH2:3][O:4][CH:12]([C:10]1[CH:11]=[C:6]([Cl:5])[CH:7]=[CH:8][C:9]=1[CH3:24])[C:13]1[CH:14]=[C:15]([CH:20]=[CH:21][CH:22]=1)[C:16]([O:18][CH3:19])=[O:17]. The yield is 0.370. (9) The reactants are [OH:1][C:2]1[CH:18]=[CH:17][C:5]([C:6]([C:8]2[CH:13]=[CH:12][C:11]([N:14]([CH3:16])[CH3:15])=[CH:10][CH:9]=2)=O)=[CH:4][CH:3]=1.[CH3:19][Mg]Br.C(OCC)C.[NH4+].[Cl-]. The product is [OH:1][C:2]1[CH:18]=[CH:17][C:5]([CH:6]([C:8]2[CH:13]=[CH:12][C:11]([N:14]([CH3:16])[CH3:15])=[CH:10][CH:9]=2)[CH3:19])=[CH:4][CH:3]=1. The catalyst is C1C=CC=CC=1. The yield is 0.580. (10) The reactants are [Br:1][C:2]([Br:17])=[CH:3][C:4]1[CH:13]=[CH:12][C:11]2[C:6](=[CH:7][CH:8]=[CH:9][CH:10]=2)[C:5]=1[N+:14]([O-])=O. The catalyst is CC(O)=O.CCO.[Fe]. The product is [Br:1][C:2]([Br:17])=[CH:3][C:4]1[CH:13]=[CH:12][C:11]2[C:6](=[CH:7][CH:8]=[CH:9][CH:10]=2)[C:5]=1[NH2:14]. The yield is 0.880.